Dataset: Full USPTO retrosynthesis dataset with 1.9M reactions from patents (1976-2016). Task: Predict the reactants needed to synthesize the given product. (1) Given the product [C:12]([N:1]([CH2:2][C:26]([OH:25])=[O:16])[CH2:7][C:17]([OH:20])=[O:19])(=[O:13])[CH3:14], predict the reactants needed to synthesize it. The reactants are: [N:1]([C:12]([CH3:14])=[O:13])([CH2:7]NC(C)=O)[CH2:2]NC(C)=O.C=[O:16].[C:17]([OH:20])(=[O:19])C.COCC[O:25][CH3:26]. (2) Given the product [F:31][C:28]([F:29])([F:30])[C:26]1[CH:25]=[C:5]([CH:4]=[C:3]([C:2]([F:1])([F:32])[F:33])[CH:27]=1)[C:6]([N:8]1[CH2:9][CH2:10][C:11]2([C:15](=[O:16])[N:14]([CH2:35][CH2:36][N:37]3[CH2:41][CH2:40][CH2:39][CH2:38]3)[CH2:13][CH:12]2[C:17]2[CH:18]=[CH:19][CH:20]=[CH:21][CH:22]=2)[CH2:23][CH2:24]1)=[O:7], predict the reactants needed to synthesize it. The reactants are: [F:1][C:2]([F:33])([F:32])[C:3]1[CH:4]=[C:5]([CH:25]=[C:26]([C:28]([F:31])([F:30])[F:29])[CH:27]=1)[C:6]([N:8]1[CH2:24][CH2:23][C:11]2([C:15](=[O:16])[NH:14][CH2:13][CH:12]2[C:17]2[CH:22]=[CH:21][CH:20]=[CH:19][CH:18]=2)[CH2:10][CH2:9]1)=[O:7].Cl[CH2:35][CH2:36][N:37]1[CH2:41][CH2:40][CH2:39][CH2:38]1. (3) Given the product [C:1]([C:3]1[CH:22]=[CH:21][C:6]([O:7][C:8]2[C:9]([O:19][CH3:20])=[N:10][N:11]([CH2:15][C:16]([NH2:29])=[O:17])[C:12]=2[CH2:13][CH3:14])=[CH:5][CH:4]=1)#[N:2], predict the reactants needed to synthesize it. The reactants are: [C:1]([C:3]1[CH:22]=[CH:21][C:6]([O:7][C:8]2[C:9]([O:19][CH3:20])=[N:10][N:11]([CH2:15][C:16](O)=[O:17])[C:12]=2[CH2:13][CH3:14])=[CH:5][CH:4]=1)#[N:2].C(Cl)(=O)C(Cl)=O.[NH3:29]. (4) Given the product [C:22]([CH2:21][S:20][C:11]1[CH:10]=[CH:9][C:3]([C:4]([O:6][CH2:7][CH3:8])=[O:5])=[C:2]([Cl:1])[CH:12]=1)([OH:24])=[O:23], predict the reactants needed to synthesize it. The reactants are: [Cl:1][C:2]1[CH:12]=[C:11](Cl)[CH:10]=[CH:9][C:3]=1[C:4]([O:6][CH2:7][CH3:8])=[O:5].C(=O)([O-])[O-].[K+].[K+].[SH:20][CH2:21][C:22]([OH:24])=[O:23]. (5) Given the product [Br:1][C:2]1[N:6]=[C:5]([N:15]2[CH2:16][C:17]3([CH2:20][CH2:19][CH2:18]3)[CH2:14]2)[N:4]([CH2:8][C:9]([CH3:12])([OH:11])[CH3:10])[N:3]=1, predict the reactants needed to synthesize it. The reactants are: [Br:1][C:2]1[N:6]=[C:5](Br)[N:4]([CH2:8][C:9]([CH3:12])([OH:11])[CH3:10])[N:3]=1.Cl.[CH2:14]1[C:17]2([CH2:20][CH2:19][CH2:18]2)[CH2:16][NH:15]1.C(N(CC)C(C)C)(C)C. (6) Given the product [CH2:1]([C:3]1[C:11]2[C:6](=[CH:7][CH:8]=[CH:9][C:10]=2[NH:12][C:13]([C:15]2[N:19]3[CH:20]=[CH:21][C:22]([C:24]([N:38]4[CH2:39][CH2:40][N:35]([C:41]([O:43][C:44]([CH3:47])([CH3:46])[CH3:45])=[O:42])[CH2:36][CH2:37]4)=[O:25])=[CH:23][C:18]3=[N:17][CH:16]=2)=[O:14])[N:5]([CH2:27][C:28]2[CH:33]=[CH:32][CH:31]=[C:30]([CH3:34])[N:29]=2)[N:4]=1)[CH3:2], predict the reactants needed to synthesize it. The reactants are: [CH2:1]([C:3]1[C:11]2[C:6](=[CH:7][CH:8]=[CH:9][C:10]=2[NH:12][C:13]([C:15]2[N:19]3[CH:20]=[CH:21][C:22]([C:24](O)=[O:25])=[CH:23][C:18]3=[N:17][CH:16]=2)=[O:14])[N:5]([CH2:27][C:28]2[CH:33]=[CH:32][CH:31]=[C:30]([CH3:34])[N:29]=2)[N:4]=1)[CH3:2].[N:35]1([C:41]([O:43][C:44]([CH3:47])([CH3:46])[CH3:45])=[O:42])[CH2:40][CH2:39][NH:38][CH2:37][CH2:36]1.Cl.CN(C)CCCN=C=NCC.ON1C2C=CC=CC=2N=N1.C(N(CC)CC)C. (7) Given the product [CH2:12]([O:14][C:15](=[O:28])[CH:16]([O:9][C:6]1[CH:5]=[CH:4][C:3]([C:2]([F:10])([F:11])[F:1])=[CH:8][CH:7]=1)[C:17]1[CH:22]=[CH:21][CH:20]=[C:19]([C:23]([F:25])([F:26])[F:24])[CH:18]=1)[CH3:13], predict the reactants needed to synthesize it. The reactants are: [F:1][C:2]([F:11])([F:10])[C:3]1[CH:8]=[CH:7][C:6]([OH:9])=[CH:5][CH:4]=1.[CH2:12]([O:14][C:15](=[O:28])[CH:16](Br)[C:17]1[CH:22]=[CH:21][CH:20]=[C:19]([C:23]([F:26])([F:25])[F:24])[CH:18]=1)[CH3:13].C(=O)([O-])[O-].[K+].[K+].C(OCC)(=O)C.